Dataset: Forward reaction prediction with 1.9M reactions from USPTO patents (1976-2016). Task: Predict the product of the given reaction. (1) Given the reactants [N:1]1([C:7]([O:9][C:10]([CH3:13])([CH3:12])[CH3:11])=[O:8])[CH2:6][CH2:5][NH:4][CH2:3][CH2:2]1.Br[C:15]1[CH:20]=[CH:19][C:18]([F:21])=[CH:17][C:16]=1[C:22]([F:25])([F:24])[F:23].C1(P(C2C=CC=CC=2)C2C=CC3C(=CC=CC=3)C=2C2C3C(=CC=CC=3)C=CC=2P(C2C=CC=CC=2)C2C=CC=CC=2)C=CC=CC=1.CC(C)([O-])C.[Na+], predict the reaction product. The product is: [C:10]([O:9][C:7]([N:1]1[CH2:6][CH2:5][N:4]([C:15]2[CH:20]=[CH:19][C:18]([F:21])=[CH:17][C:16]=2[C:22]([F:23])([F:25])[F:24])[CH2:3][CH2:2]1)=[O:8])([CH3:13])([CH3:12])[CH3:11]. (2) Given the reactants [NH2:1][C:2]1[S:3]C(CC2C=CC=CC=2)=C[C:6]=1C#N.[NH2:16][C:17]1[C:18]2[CH:32]=[C:31]([CH2:33][C:34]3[CH:39]=[CH:38][CH:37]=[CH:36][CH:35]=3)[S:30][C:19]=2[N:20]=[C:21]([C:23]2OC(C#N)=C[CH:24]=2)[N:22]=1.CC1SC=C(C#N)N=1.CC1OC(C#N)=CC=1, predict the reaction product. The product is: [CH2:33]([C:31]1[S:30][C:19]2[N:20]=[C:21]([C:23]3[N:1]=[C:2]([CH3:6])[S:3][CH:24]=3)[N:22]=[C:17]([NH2:16])[C:18]=2[CH:32]=1)[C:34]1[CH:35]=[CH:36][CH:37]=[CH:38][CH:39]=1. (3) Given the reactants C(OC([N:8]1[CH2:13][CH2:12][CH:11]([CH2:14][N:15]2[CH2:19][CH2:18][CH2:17][CH2:16]2)[CH2:10][CH2:9]1)=O)(C)(C)C.Cl, predict the reaction product. The product is: [N:15]1([CH2:14][CH:11]2[CH2:12][CH2:13][NH:8][CH2:9][CH2:10]2)[CH2:19][CH2:18][CH2:17][CH2:16]1. (4) Given the reactants [CH2:1]([N:3]([CH2:27][CH3:28])[CH2:4][CH2:5][CH2:6][O:7][C:8]1[N:13]=[CH:12][C:11]([NH:14][C:15]([C:17]2[C:25]3[C:24](=O)[CH2:23][CH2:22][CH2:21][C:20]=3[NH:19][N:18]=2)=[O:16])=[CH:10][CH:9]=1)[CH3:2].C[N:30](C)[CH:31]=[CH:32][CH:33]=O.C([O-])(=O)C.[NH4+].[OH-].[Na+], predict the reaction product. The product is: [CH2:1]([N:3]([CH2:27][CH3:28])[CH2:4][CH2:5][CH2:6][O:7][C:8]1[N:13]=[CH:12][C:11]([NH:14][C:15]([C:17]2[C:25]3[C:24]4[N:30]=[CH:31][CH:32]=[CH:33][C:23]=4[CH2:22][CH2:21][C:20]=3[NH:19][N:18]=2)=[O:16])=[CH:10][CH:9]=1)[CH3:2]. (5) The product is: [CH2:9]([O:30][C:55]1[N:56]=[CH:57][C:58]([C:59]([O:61][CH3:62])=[O:60])=[CH:63][CH:64]=1)[C:10]1[CH:15]=[CH:14][CH:13]=[CH:12][CH:11]=1. Given the reactants O[C@H]1CCCC[C@@H]1N1C[C:15]2[C:14]3C=CC=C[C:13]=3[C:12](CC3C=NC(SC)=CC=3)=[CH:11][C:10]=2[C:9]1=[O:30].BrC1C2C=CC=CC=2C2CN([C@H]3CCCC[C@@H]3O)C(=O)C=2C=1.CS[C:55]1[CH:64]=[CH:63][C:58]([C:59]([O:61][CH3:62])=[O:60])=[CH:57][N:56]=1, predict the reaction product. (6) The product is: [O:1]1[C:10]2[C:5](=[CH:6][CH:7]=[CH:8][CH:9]=2)[CH:4]([N:11]2[C:19](=[O:20])[N:18]([CH2:33][CH2:34][O:35][CH3:36])[C:17]3[C:12]2=[N:13][C:14]([N:21]2[C:25]4[CH:26]=[C:27]([C:30]#[N:31])[CH:28]=[CH:29][C:24]=4[N:23]=[CH:22]2)=[N:15][CH:16]=3)[CH2:3][CH2:2]1. Given the reactants [O:1]1[C:10]2[C:5](=[CH:6][CH:7]=[CH:8][CH:9]=2)[C@H:4]([N:11]2[C:19](=[O:20])[NH:18][C:17]3[C:12]2=[N:13][C:14]([N:21]2[C:25]4[CH:26]=[C:27]([C:30]#[N:31])[CH:28]=[CH:29][C:24]=4[N:23]=[CH:22]2)=[N:15][CH:16]=3)[CH2:3][CH2:2]1.Br[CH2:33][CH2:34][O:35][CH3:36].CCN(P1(N(C)CCCN1)=NC(C)(C)C)CC, predict the reaction product. (7) Given the reactants [Cl:1][C:2]1[CH:11]=[CH:10][C:5]([C:6]([O:8][CH3:9])=[O:7])=[C:4]([NH:12][C:13]2[CH:18]=[CH:17][C:16]([CH2:19]O)=[CH:15][C:14]=2[N+:21]([O-:23])=[O:22])[CH:3]=1.[Li+].[Br-].P(Br)(Br)[Br:27], predict the reaction product. The product is: [Br:27][CH2:19][C:16]1[CH:17]=[CH:18][C:13]([NH:12][C:4]2[CH:3]=[C:2]([Cl:1])[CH:11]=[CH:10][C:5]=2[C:6]([O:8][CH3:9])=[O:7])=[C:14]([N+:21]([O-:23])=[O:22])[CH:15]=1. (8) Given the reactants [Si]([O:8][CH2:9][C:10]1[N:11]=[C:12]([C:16]2([OH:22])[CH2:21][CH2:20][O:19][CH2:18][CH2:17]2)[S:13][C:14]=1[CH3:15])(C(C)(C)C)(C)C.F.F.F.C(N(CC)CC)C, predict the reaction product. The product is: [OH:8][CH2:9][C:10]1[N:11]=[C:12]([C:16]2([OH:22])[CH2:17][CH2:18][O:19][CH2:20][CH2:21]2)[S:13][C:14]=1[CH3:15]. (9) The product is: [CH:32]([O:1][C:2]1[CH:7]=[CH:6][C:5]([CH2:8][C:9]([N:11]2[CH2:12][CH2:13][N:14]([C:17]3[N:24]=[CH:23][CH:22]=[CH:21][C:18]=3[C:19]#[N:20])[CH2:15][CH2:16]2)=[O:10])=[CH:4][CH:3]=1)([CH3:34])[CH3:33]. Given the reactants [OH:1][C:2]1[CH:7]=[CH:6][C:5]([CH2:8][C:9]([N:11]2[CH2:16][CH2:15][N:14]([C:17]3[N:24]=[CH:23][CH:22]=[CH:21][C:18]=3[C:19]#[N:20])[CH2:13][CH2:12]2)=[O:10])=[CH:4][CH:3]=1.C(=O)([O-])[O-].[K+].[K+].Br[CH:32]([CH3:34])[CH3:33], predict the reaction product. (10) The product is: [NH:1]1[C:9]2[C:4](=[CH:5][CH:6]=[CH:7][CH:8]=2)[C:3](/[CH:10]=[CH:11]/[C:12]2[CH:22]=[CH:21][CH:20]=[CH:19][C:13]=2[C:14]2[NH:15][C:29](=[O:31])[O:18][N:17]=2)=[N:2]1. Given the reactants [NH:1]1[C:9]2[C:4](=[CH:5][CH:6]=[CH:7][CH:8]=2)[C:3]([CH:10]=[CH:11][C:12]2[CH:22]=[CH:21][CH:20]=[CH:19][C:13]=2/[C:14](/[NH:17][OH:18])=[N:15]\[H])=[N:2]1.N1C=CC=CC=1.[CH2:29]([O:31]C(Cl)=O)C.CC(C)([O-])C.[K+].C(O)(=O)/C=C/C(O)=O, predict the reaction product.